From a dataset of Catalyst prediction with 721,799 reactions and 888 catalyst types from USPTO. Predict which catalyst facilitates the given reaction. (1) Reactant: [C:1](Cl)(=[O:3])[CH3:2].[Al+3].[Cl-].[Cl-].[Cl-].[Br:9][C:10]1[S:11][CH:12]=[CH:13][C:14]=1[CH3:15]. Product: [Br:9][C:10]1[S:11][C:12]([C:1](=[O:3])[CH3:2])=[CH:13][C:14]=1[CH3:15]. The catalyst class is: 4. (2) Reactant: [CH2:1]([O:8][N:9]1[C:14]2[N:15]=[CH:16][N:17]=[CH:18][C:13]=2[C:12]([NH:19][CH:20]2[CH2:25][CH2:24][CH2:23][CH2:22][CH2:21]2)=[C:11](C(OCC)=O)[C:10]1=[O:31])[C:2]1[CH:7]=[CH:6][CH:5]=[CH:4][CH:3]=1.[OH-].[Na+]. Product: [CH2:1]([O:8][N:9]1[C:14]2[N:15]=[CH:16][N:17]=[CH:18][C:13]=2[C:12]([NH:19][CH:20]2[CH2:25][CH2:24][CH2:23][CH2:22][CH2:21]2)=[CH:11][C:10]1=[O:31])[C:2]1[CH:7]=[CH:6][CH:5]=[CH:4][CH:3]=1. The catalyst class is: 5.